Dataset: Peptide-MHC class I binding affinity with 185,985 pairs from IEDB/IMGT. Task: Regression. Given a peptide amino acid sequence and an MHC pseudo amino acid sequence, predict their binding affinity value. This is MHC class I binding data. (1) The peptide sequence is VNPTLLFLKV. The MHC is HLA-A02:01 with pseudo-sequence HLA-A02:01. The binding affinity (normalized) is 0.240. (2) The peptide sequence is VSCIPIGMML. The MHC is Mamu-A01 with pseudo-sequence Mamu-A01. The binding affinity (normalized) is 0.740. (3) The peptide sequence is HMVRCCKVY. The MHC is HLA-A31:01 with pseudo-sequence HLA-A31:01. The binding affinity (normalized) is 0.142. (4) The peptide sequence is MPSEDGAEDL. The MHC is HLA-B53:01 with pseudo-sequence HLA-B53:01. The binding affinity (normalized) is 0.371. (5) The peptide sequence is SSGDATTAY. The MHC is HLA-A29:02 with pseudo-sequence HLA-A29:02. The binding affinity (normalized) is 0.328. (6) The peptide sequence is LPCRIKQII. The MHC is HLA-B44:03 with pseudo-sequence HLA-B44:03. The binding affinity (normalized) is 0. (7) The peptide sequence is LDYERIHKKML. The MHC is H-2-Kd with pseudo-sequence H-2-Kd. The binding affinity (normalized) is 1.00.